This data is from Forward reaction prediction with 1.9M reactions from USPTO patents (1976-2016). The task is: Predict the product of the given reaction. (1) Given the reactants [NH2:1][C:2]1[CH:16]=[CH:15][C:5]([C:6]([C:8]2[CH:13]=[CH:12][C:11]([NH2:14])=[CH:10][CH:9]=2)=[O:7])=[CH:4][CH:3]=1.[O:17]1[CH2:22][CH2:21][N:20]([C:23]2[CH:31]=[CH:30][C:26]([C:27]([O-:29])=O)=[CH:25][CH:24]=2)[CH2:19][CH2:18]1, predict the reaction product. The product is: [CH3:22][O:17][CH2:18][CH2:19][NH:1][C:2]1[CH:16]=[CH:15][C:5]([C:6]([C:8]2[CH:13]=[CH:12][C:11]([NH:14][C:27](=[O:29])[C:26]3[CH:25]=[CH:24][C:23]([N:20]4[CH2:19][CH2:18][O:17][CH2:22][CH2:21]4)=[CH:31][CH:30]=3)=[CH:10][CH:9]=2)=[O:7])=[CH:4][CH:3]=1. (2) Given the reactants [H-].[Al+3].[Li+].[H-].[H-].[H-].[CH3:7][N:8]([CH3:15])[CH2:9][CH2:10][CH2:11][CH2:12][C:13]#[N:14], predict the reaction product. The product is: [CH3:7][N:8]([CH3:15])[CH2:9][CH2:10][CH2:11][CH2:12][CH2:13][NH2:14]. (3) Given the reactants [CH3:1][N:2]1[CH:6](NC)[CH:5]([C:9]2[CH:10]=[C:11]3[C:17]([C:18]4[CH:23]=[CH:22][CH:21]=[CH:20][CH:19]=4)=[N:16][N:15](C4CCCCO4)[C:12]3=[CH:13][N:14]=2)[CH2:4][C:3]1=[O:30].FC(F)(F)C(O)=O.C([SiH](CC)CC)C, predict the reaction product. The product is: [CH3:1][N:2]1[CH2:6][CH:5]([C:9]2[CH:10]=[C:11]3[C:17]([C:18]4[CH:23]=[CH:22][CH:21]=[CH:20][CH:19]=4)=[N:16][NH:15][C:12]3=[CH:13][N:14]=2)[CH2:4][C:3]1=[O:30]. (4) Given the reactants C([O:3][C:4]([CH:6]1[CH2:11][CH2:10][N:9]([C:12]2[CH:21]=[CH:20][C:19]3[C:14](=[CH:15][CH:16]=[C:17]([Cl:34])[C:18]=3[C:22]([NH:24][CH2:25][CH2:26][C:27]3[CH:32]=[CH:31][CH:30]=[CH:29][C:28]=3[Cl:33])=[O:23])[N:13]=2)[CH2:8][CH2:7]1)=[O:5])C.Cl, predict the reaction product. The product is: [Cl:34][C:17]1[C:18]([C:22]([NH:24][CH2:25][CH2:26][C:27]2[CH:32]=[CH:31][CH:30]=[CH:29][C:28]=2[Cl:33])=[O:23])=[C:19]2[C:14](=[CH:15][CH:16]=1)[N:13]=[C:12]([N:9]1[CH2:10][CH2:11][CH:6]([C:4]([OH:5])=[O:3])[CH2:7][CH2:8]1)[CH:21]=[CH:20]2. (5) Given the reactants C1N=CN([C:6](N2C=NC=C2)=[O:7])C=1.[C:13]([OH:22])(=[O:21])[C:14]1[C:15](=[CH:17][CH:18]=[CH:19][CH:20]=1)[NH2:16].O1CCOC[CH2:24]1, predict the reaction product. The product is: [CH3:24][C:20]1[C:14]2[C:13](=[O:22])[O:21][C:6](=[O:7])[NH:16][C:15]=2[CH:17]=[CH:18][CH:19]=1. (6) Given the reactants [CH2:1]([N:5]1[CH2:14][CH2:13][C:8]2([CH2:12][NH:11][CH2:10][CH2:9]2)[CH2:7][CH2:6]1)[CH:2]([CH3:4])[CH3:3].[CH2:15]([O:17][CH:18]([O:27][CH2:28][CH3:29])[C:19]1[CH:26]=[CH:25][C:22]([CH:23]=O)=[CH:21][CH:20]=1)[CH3:16].C(O[BH-](OC(=O)C)OC(=O)C)(=O)C.[Na+].[OH-].[Na+], predict the reaction product. The product is: [CH2:28]([O:27][CH:18]([O:17][CH2:15][CH3:16])[C:19]1[CH:26]=[CH:25][C:22]([CH2:23][N:11]2[CH2:10][CH2:9][C:8]3([CH2:7][CH2:6][N:5]([CH2:1][CH:2]([CH3:4])[CH3:3])[CH2:14][CH2:13]3)[CH2:12]2)=[CH:21][CH:20]=1)[CH3:29]. (7) Given the reactants FC(F)(F)C1C(CC2C=CC(N)=CC=2)=CC=CN=1.FC(F)(F)[C:21]1[CH:26]=[C:25]([CH2:27][C:28]2[CH:33]=[CH:32][C:31]([NH2:34])=[CH:30][CH:29]=2)[CH:24]=[CH:23][N:22]=1.C(OC(=O)CC1C=CC([N+]([O-])=O)=CC=1)C.[Cl:52]C1C=C([N+]([O-])=O)C=CN=1, predict the reaction product. The product is: [Cl:52][C:21]1[CH:26]=[C:25]([CH2:27][C:28]2[CH:33]=[CH:32][C:31]([NH2:34])=[CH:30][CH:29]=2)[CH:24]=[CH:23][N:22]=1. (8) Given the reactants [CH2:1]([N:8]1[CH2:17][CH2:16][C:15]2[NH:14][C:13](=O)[CH:12]=[CH:11][C:10]=2[CH2:9]1)[C:2]1[CH:7]=[CH:6][CH:5]=[CH:4][CH:3]=1.P(Cl)(Cl)([Cl:21])=O, predict the reaction product. The product is: [CH2:1]([N:8]1[CH2:17][CH2:16][C:15]2[N:14]=[C:13]([Cl:21])[CH:12]=[CH:11][C:10]=2[CH2:9]1)[C:2]1[CH:7]=[CH:6][CH:5]=[CH:4][CH:3]=1.